Dataset: Forward reaction prediction with 1.9M reactions from USPTO patents (1976-2016). Task: Predict the product of the given reaction. (1) The product is: [NH2:1][C:2]1[C:11]2[N:12]=[C:13]([CH2:39][CH2:40][O:41][CH3:42])[N:14]([CH2:15][CH2:16][CH2:17][N:18]([CH2:27][C:28]3[CH:29]=[C:30]([CH:36]=[CH:37][CH:38]=3)[O:31][CH2:32][C:33]([O:35][CH2:43][CH2:44][CH3:45])=[O:34])[C:19](=[O:26])[CH2:20][N:21]([CH2:24][CH3:25])[CH2:22][CH3:23])[C:10]=2[C:9]2[CH:8]=[CH:7][CH:6]=[CH:5][C:4]=2[N:3]=1. Given the reactants [NH2:1][C:2]1[C:11]2[N:12]=[C:13]([CH2:39][CH2:40][O:41][CH3:42])[N:14]([CH2:15][CH2:16][CH2:17][N:18]([CH2:27][C:28]3[CH:29]=[C:30]([CH:36]=[CH:37][CH:38]=3)[O:31][CH2:32][C:33]([OH:35])=[O:34])[C:19](=[O:26])[CH2:20][N:21]([CH2:24][CH3:25])[CH2:22][CH3:23])[C:10]=2[C:9]2[CH:8]=[CH:7][CH:6]=[CH:5][C:4]=2[N:3]=1.[CH2:43](O)[CH2:44][CH3:45], predict the reaction product. (2) Given the reactants [Cl:1][C:2]1[N:12]=[CH:11][C:5]2[N:6]=[CH:7][NH:8][C:9](=[O:10])[C:4]=2[CH:3]=1.C([O-])([O-])=O.[Cs+].[Cs+].[C:19]([O:23][C:24](=[O:33])[C:25]1[CH:30]=[CH:29][C:28]([CH2:31]Br)=[CH:27][CH:26]=1)([CH3:22])([CH3:21])[CH3:20].C(O)(C(F)(F)F)=O, predict the reaction product. The product is: [C:19]([O:23][C:24](=[O:33])[C:25]1[CH:26]=[CH:27][C:28]([CH2:31][N:8]2[C:9](=[O:10])[C:4]3[CH:3]=[C:2]([Cl:1])[N:12]=[CH:11][C:5]=3[N:6]=[CH:7]2)=[CH:29][CH:30]=1)([CH3:22])([CH3:21])[CH3:20].